This data is from Forward reaction prediction with 1.9M reactions from USPTO patents (1976-2016). The task is: Predict the product of the given reaction. Given the reactants [Cl:1][C:2]1[CH:7]=[C:6]([C:8]2[CH:13]=[N:12][CH:11]=[C:10]([CH3:14])[N:9]=2)[CH:5]=[CH:4][C:3]=1[C:15]1[C:26](=[O:27])[NH:25][C:18]2[N:19]=[C:20]([S:23][CH3:24])[N:21]=[CH:22][C:17]=2[CH:16]=1.Cl.Cl[CH2:30][CH2:31][N:32]1[CH2:37][CH2:36][N:35]([CH3:38])[CH2:34][CH2:33]1.C(=O)([O-])[O-].[Cs+].[Cs+].O, predict the reaction product. The product is: [Cl:1][C:2]1[CH:7]=[C:6]([C:8]2[CH:13]=[N:12][CH:11]=[C:10]([CH3:14])[N:9]=2)[CH:5]=[CH:4][C:3]=1[C:15]1[C:26](=[O:27])[N:25]([CH2:30][CH2:31][N:32]2[CH2:37][CH2:36][N:35]([CH3:38])[CH2:34][CH2:33]2)[C:18]2[N:19]=[C:20]([S:23][CH3:24])[N:21]=[CH:22][C:17]=2[CH:16]=1.